From a dataset of Full USPTO retrosynthesis dataset with 1.9M reactions from patents (1976-2016). Predict the reactants needed to synthesize the given product. (1) Given the product [CH3:1][NH:2][S:3]([C:6]1[S:10][C:9]([NH:11][C:12]([N:14]([CH:22]2[CH2:27][CH2:26][CH2:25][CH2:24][CH2:23]2)[C@H:15]2[CH2:20][CH2:19][C@H:18]([CH3:21])[CH2:17][CH2:16]2)=[O:13])=[N:8][C:7]=1[CH3:28])(=[O:4])=[O:5], predict the reactants needed to synthesize it. The reactants are: [CH3:1][NH:2][S:3]([C:6]1[S:10][C:9]([NH:11][C:12]([N:14]([CH:22]2[CH2:27][CH2:26][CH2:25][CH2:24][CH2:23]2)[C@H:15]2[CH2:20][CH2:19][C@H:18]([CH3:21])[CH2:17][CH2:16]2)=[O:13])=[N:8][CH:7]=1)(=[O:5])=[O:4].[C:28](NC1SC(S(Cl)(=O)=O)=C(C)N=1)(=O)C.S(Cl)(Cl)(=O)=O. (2) Given the product [C:1]([O:5][C:6]([N:8]([CH3:18])[C@H:9]([C:15]([NH:26][CH2:25][C:22]1[CH:21]=[C:20]([CH3:19])[O:24][N:23]=1)=[O:17])[C:10](=[O:14])[O:11][CH2:12][CH3:13])=[O:7])([CH3:2])([CH3:3])[CH3:4], predict the reactants needed to synthesize it. The reactants are: [C:1]([O:5][C:6]([N:8]([CH3:18])[C@H:9]([C:15]([OH:17])=O)[C:10](=[O:14])[O:11][CH2:12][CH3:13])=[O:7])([CH3:4])([CH3:3])[CH3:2].[CH3:19][C:20]1[O:24][N:23]=[C:22]([CH2:25][NH2:26])[CH:21]=1.CCN=C=NCCCN(C)C.Cl.C1C=CC2N(O)N=NC=2C=1.C(=O)([O-])O.[Na+].